This data is from Full USPTO retrosynthesis dataset with 1.9M reactions from patents (1976-2016). The task is: Predict the reactants needed to synthesize the given product. (1) The reactants are: [Cl:1][C:2]1[CH:3]=[C:4]([CH:8]=[CH:9][C:10]=1[O:11][C:12]([F:15])([F:14])[F:13])[C:5]([OH:7])=O.CC[N:18]=[C:19]=[N:20]CCCN(C)C.C1C=CC2N(O)N=NC=2C=1.ONC(=N)[C:40]1[CH:41]=[C:42]2[C:46](=[CH:47][CH:48]=1)[N:45]([CH2:49][CH2:50][C:51]([O:53]CC)=[O:52])[CH:44]=[CH:43]2. Given the product [Cl:1][C:2]1[CH:3]=[C:4]([C:5]2[O:7][N:20]=[C:19]([C:41]3[CH:40]=[CH:48][CH:47]=[C:46]4[C:42]=3[CH:43]=[CH:44][N:45]4[CH2:49][CH2:50][C:51]([OH:53])=[O:52])[N:18]=2)[CH:8]=[CH:9][C:10]=1[O:11][C:12]([F:15])([F:14])[F:13], predict the reactants needed to synthesize it. (2) Given the product [CH3:22][N:15]([C@@H:13]([C:5]1[O:6][C:7]2[CH:12]=[CH:11][CH:10]=[CH:9][C:8]=2[C:4]=1[CH3:3])[CH3:14])[S@@:16]([C:18]([CH3:20])([CH3:19])[CH3:21])=[O:17], predict the reactants needed to synthesize it. The reactants are: [H-].[Na+].[CH3:3][C:4]1[C:8]2[CH:9]=[CH:10][CH:11]=[CH:12][C:7]=2[O:6][C:5]=1[CH:13]([NH:15][S@@:16]([C:18]([CH3:21])([CH3:20])[CH3:19])=[O:17])[CH3:14].[CH3:22]I. (3) The reactants are: [N+:1]([C:4]1[CH:9]=[CH:8][CH:7]=[CH:6][C:5]=1[C:10]1[S:11][C:12]2[C:17]([N:18]=1)=[CH:16][C:15]([C:19](OC)=[O:20])=[CH:14][N:13]=2)([O-:3])=[O:2].[H-].[Al+3].[Li+].[H-].[H-].[H-].CC(C)=O.[O-]S([O-])=O.[Na+].[Na+]. Given the product [N+:1]([C:4]1[CH:9]=[CH:8][CH:7]=[CH:6][C:5]=1[C:10]1[S:11][C:12]2[C:17]([N:18]=1)=[CH:16][C:15]([CH2:19][OH:20])=[CH:14][N:13]=2)([O-:3])=[O:2], predict the reactants needed to synthesize it.